The task is: Regression/Classification. Given a drug SMILES string, predict its absorption, distribution, metabolism, or excretion properties. Task type varies by dataset: regression for continuous measurements (e.g., permeability, clearance, half-life) or binary classification for categorical outcomes (e.g., BBB penetration, CYP inhibition). For this dataset (b3db_regression), we predict Y.. This data is from Blood-brain barrier permeability regression values from the B3DB database. (1) The compound is C1CN(CCC1NC2=NNC3=C2C=C(C=C3)Cl)CC4=CC5=C(C=C4)OCO5. The Y is 0.830 log(BB ratio). (2) The drug is CN(C)C(=O)CN1C(=O)C=CC(=N1)C2=C3C=CC=CN3N=C2C4=CC=CC=C4. The Y is -1.00 log(BB ratio). (3) The drug is CC(=O)OC1=C(C=C(C=C1)/C=C/C(=O)NCCC2=CC=CC=C2)OC(=O)C. The Y is -1.17 log(BB ratio). (4) The drug is CN1C=C(C(=N1)C2=CC=C(C=C2)OCC3=NC4=CC=CC=C4C=C3)C5=CC=NC=C5. The Y is -0.0600 log(BB ratio). (5) The drug is C1CN(CCC1(C2=CC=C(C=C2)Cl)O)CCCC(=O)C3=CC=C(C=C3)F. The Y is 1.30 log(BB ratio).